Dataset: Forward reaction prediction with 1.9M reactions from USPTO patents (1976-2016). Task: Predict the product of the given reaction. Given the reactants [Cl:1][C:2]1[C:3]2[NH:10][C:9]([C:11]3[O:12][CH:13]=[CH:14][CH:15]=3)=[CH:8][C:4]=2[N:5]=[CH:6][N:7]=1.[H-].[Na+].[CH3:18]I.[Cl-].[NH4+], predict the reaction product. The product is: [Cl:1][C:2]1[C:3]2[N:10]([CH3:18])[C:9]([C:11]3[O:12][CH:13]=[CH:14][CH:15]=3)=[CH:8][C:4]=2[N:5]=[CH:6][N:7]=1.